Dataset: NCI-60 drug combinations with 297,098 pairs across 59 cell lines. Task: Regression. Given two drug SMILES strings and cell line genomic features, predict the synergy score measuring deviation from expected non-interaction effect. (1) Drug 1: CCC1=CC2CC(C3=C(CN(C2)C1)C4=CC=CC=C4N3)(C5=C(C=C6C(=C5)C78CCN9C7C(C=CC9)(C(C(C8N6C)(C(=O)OC)O)OC(=O)C)CC)OC)C(=O)OC.C(C(C(=O)O)O)(C(=O)O)O. Drug 2: C1=NC2=C(N1)C(=S)N=C(N2)N. Cell line: A498. Synergy scores: CSS=39.5, Synergy_ZIP=-9.60, Synergy_Bliss=-4.12, Synergy_Loewe=-4.23, Synergy_HSA=-0.379. (2) Drug 1: CN1C(=O)N2C=NC(=C2N=N1)C(=O)N. Drug 2: C1CN1C2=NC(=NC(=N2)N3CC3)N4CC4. Cell line: HCC-2998. Synergy scores: CSS=20.1, Synergy_ZIP=3.26, Synergy_Bliss=3.27, Synergy_Loewe=-8.80, Synergy_HSA=1.59. (3) Drug 1: CC(CN1CC(=O)NC(=O)C1)N2CC(=O)NC(=O)C2. Drug 2: CN(C)N=NC1=C(NC=N1)C(=O)N. Cell line: MALME-3M. Synergy scores: CSS=16.6, Synergy_ZIP=-2.61, Synergy_Bliss=5.72, Synergy_Loewe=-0.982, Synergy_HSA=3.20. (4) Drug 1: C1CCC(CC1)NC(=O)N(CCCl)N=O. Drug 2: CN(C)N=NC1=C(NC=N1)C(=O)N. Cell line: UO-31. Synergy scores: CSS=13.7, Synergy_ZIP=-7.17, Synergy_Bliss=-7.17, Synergy_Loewe=-4.87, Synergy_HSA=-4.23. (5) Drug 1: C1CC(C1)(C(=O)O)C(=O)O.[NH2-].[NH2-].[Pt+2]. Drug 2: CC1CCC2CC(C(=CC=CC=CC(CC(C(=O)C(C(C(=CC(C(=O)CC(OC(=O)C3CCCCN3C(=O)C(=O)C1(O2)O)C(C)CC4CCC(C(C4)OC)OCCO)C)C)O)OC)C)C)C)OC. Cell line: MOLT-4. Synergy scores: CSS=65.3, Synergy_ZIP=2.46, Synergy_Bliss=1.93, Synergy_Loewe=-3.73, Synergy_HSA=3.73. (6) Drug 1: CCCCCOC(=O)NC1=NC(=O)N(C=C1F)C2C(C(C(O2)C)O)O. Cell line: OVCAR-5. Synergy scores: CSS=5.40, Synergy_ZIP=-0.128, Synergy_Bliss=2.47, Synergy_Loewe=-2.92, Synergy_HSA=0.0422. Drug 2: COCCOC1=C(C=C2C(=C1)C(=NC=N2)NC3=CC=CC(=C3)C#C)OCCOC.Cl. (7) Drug 1: COC1=C(C=C2C(=C1)N=CN=C2NC3=CC(=C(C=C3)F)Cl)OCCCN4CCOCC4. Drug 2: C1=NC2=C(N1)C(=S)N=C(N2)N. Cell line: ACHN. Synergy scores: CSS=67.3, Synergy_ZIP=-2.95, Synergy_Bliss=-2.90, Synergy_Loewe=1.67, Synergy_HSA=4.21.